From a dataset of NCI-60 drug combinations with 297,098 pairs across 59 cell lines. Regression. Given two drug SMILES strings and cell line genomic features, predict the synergy score measuring deviation from expected non-interaction effect. (1) Drug 1: CCC(=C(C1=CC=CC=C1)C2=CC=C(C=C2)OCCN(C)C)C3=CC=CC=C3.C(C(=O)O)C(CC(=O)O)(C(=O)O)O. Drug 2: CC1=C(C(=O)C2=C(C1=O)N3CC4C(C3(C2COC(=O)N)OC)N4)N. Cell line: NCI/ADR-RES. Synergy scores: CSS=13.3, Synergy_ZIP=4.30, Synergy_Bliss=2.77, Synergy_Loewe=-19.0, Synergy_HSA=-0.422. (2) Drug 1: CN(C)N=NC1=C(NC=N1)C(=O)N. Drug 2: C1=CC=C(C=C1)NC(=O)CCCCCCC(=O)NO. Cell line: HT29. Synergy scores: CSS=7.87, Synergy_ZIP=-2.87, Synergy_Bliss=0.0539, Synergy_Loewe=-8.88, Synergy_HSA=-1.24. (3) Drug 1: CC1=CC2C(CCC3(C2CCC3(C(=O)C)OC(=O)C)C)C4(C1=CC(=O)CC4)C. Drug 2: C1CCC(C(C1)N)N.C(=O)(C(=O)[O-])[O-].[Pt+4]. Cell line: 786-0. Synergy scores: CSS=18.9, Synergy_ZIP=-6.40, Synergy_Bliss=-4.04, Synergy_Loewe=-56.0, Synergy_HSA=-5.35. (4) Drug 1: CC12CCC(CC1=CCC3C2CCC4(C3CC=C4C5=CN=CC=C5)C)O. Drug 2: C1=NC2=C(N1)C(=S)N=C(N2)N. Cell line: EKVX. Synergy scores: CSS=27.7, Synergy_ZIP=-10.6, Synergy_Bliss=0.362, Synergy_Loewe=-7.26, Synergy_HSA=-0.105. (5) Drug 1: CCCS(=O)(=O)NC1=C(C(=C(C=C1)F)C(=O)C2=CNC3=C2C=C(C=N3)C4=CC=C(C=C4)Cl)F. Drug 2: CC1=C(N=C(N=C1N)C(CC(=O)N)NCC(C(=O)N)N)C(=O)NC(C(C2=CN=CN2)OC3C(C(C(C(O3)CO)O)O)OC4C(C(C(C(O4)CO)O)OC(=O)N)O)C(=O)NC(C)C(C(C)C(=O)NC(C(C)O)C(=O)NCCC5=NC(=CS5)C6=NC(=CS6)C(=O)NCCC[S+](C)C)O. Cell line: SF-295. Synergy scores: CSS=4.67, Synergy_ZIP=-8.53, Synergy_Bliss=-14.4, Synergy_Loewe=-59.1, Synergy_HSA=-13.8. (6) Drug 1: C1=C(C(=O)NC(=O)N1)F. Drug 2: CN1C2=C(C=C(C=C2)N(CCCl)CCCl)N=C1CCCC(=O)O.Cl. Cell line: NCI/ADR-RES. Synergy scores: CSS=22.6, Synergy_ZIP=-12.8, Synergy_Bliss=-12.8, Synergy_Loewe=-18.9, Synergy_HSA=-12.5. (7) Drug 1: C1CN1P(=S)(N2CC2)N3CC3. Drug 2: CNC(=O)C1=NC=CC(=C1)OC2=CC=C(C=C2)NC(=O)NC3=CC(=C(C=C3)Cl)C(F)(F)F. Cell line: OVCAR3. Synergy scores: CSS=3.08, Synergy_ZIP=1.21, Synergy_Bliss=1.81, Synergy_Loewe=3.27, Synergy_HSA=-0.192. (8) Drug 1: CC1=C(N=C(N=C1N)C(CC(=O)N)NCC(C(=O)N)N)C(=O)NC(C(C2=CN=CN2)OC3C(C(C(C(O3)CO)O)O)OC4C(C(C(C(O4)CO)O)OC(=O)N)O)C(=O)NC(C)C(C(C)C(=O)NC(C(C)O)C(=O)NCCC5=NC(=CS5)C6=NC(=CS6)C(=O)NCCC[S+](C)C)O. Drug 2: COC1=C2C(=CC3=C1OC=C3)C=CC(=O)O2. Cell line: UACC-257. Synergy scores: CSS=7.12, Synergy_ZIP=-2.97, Synergy_Bliss=0.946, Synergy_Loewe=-2.79, Synergy_HSA=1.39.